The task is: Predict the product of the given reaction.. This data is from Forward reaction prediction with 1.9M reactions from USPTO patents (1976-2016). (1) The product is: [O:21]=[C:20]([C:2]1[O:1][CH:5]=[CH:4][CH:3]=1)[CH2:19][NH:18][C:16](=[O:17])[O:15][C:12]([CH3:13])([CH3:11])[CH3:14]. Given the reactants [O:1]1[CH:5]=[CH:4][CH:3]=[CH:2]1.[Li]CCCC.[CH3:11][C:12]([O:15][C:16]([NH:18][CH2:19][C:20](N(OC)C)=[O:21])=[O:17])([CH3:14])[CH3:13], predict the reaction product. (2) Given the reactants Br[C:2]1[CH:3]=[C:4]([S:8]([NH:11][C:12]2[CH:21]=[CH:20][C:15]([C:16]([O:18][CH3:19])=[O:17])=[C:14]([OH:22])[CH:13]=2)(=[O:10])=[O:9])[S:5][C:6]=1[Cl:7].[C:23]([C:26]1[CH:27]=[C:28](B(O)O)[CH:29]=[CH:30][CH:31]=1)(=[O:25])[CH3:24], predict the reaction product. The product is: [C:23]([C:26]1[CH:31]=[C:30]([C:2]2[CH:3]=[C:4]([S:8]([NH:11][C:12]3[CH:21]=[CH:20][C:15]([C:16]([O:18][CH3:19])=[O:17])=[C:14]([OH:22])[CH:13]=3)(=[O:10])=[O:9])[S:5][C:6]=2[Cl:7])[CH:29]=[CH:28][CH:27]=1)(=[O:25])[CH3:24]. (3) Given the reactants [Br:1][C:2]1[CH:10]=[CH:9][C:5]([C:6]([OH:8])=O)=[C:4]([O:11][CH3:12])[CH:3]=1.CN1CCOCC1.CN(C(ON1N=NC2C=CC=NC1=2)=[N+](C)C)C.F[P-](F)(F)(F)(F)F.[CH3:44][N:45]1[CH2:50][CH2:49][NH:48][CH2:47][CH2:46]1, predict the reaction product. The product is: [Br:1][C:2]1[CH:10]=[CH:9][C:5]([C:6]([N:48]2[CH2:49][CH2:50][N:45]([CH3:44])[CH2:46][CH2:47]2)=[O:8])=[C:4]([O:11][CH3:12])[CH:3]=1. (4) Given the reactants [C:1]([O:4][C:5]1[CH:10]=[CH:9][C:8]([CH:11]2[CH:20](O)[C:19]3[C:14](=[CH:15][C:16]([O:22][C:23](=[O:25])[CH3:24])=[CH:17][CH:18]=3)[O:13][CH:12]2[CH2:26][CH2:27][CH2:28][CH3:29])=[CH:7][CH:6]=1)(=[O:3])[CH3:2].P(=O)(O)(O)O.C(=O)([O-])O.[Na+], predict the reaction product. The product is: [C:23]([O:22][C:16]1[CH:15]=[C:14]2[C:19]([CH:20]=[C:11]([C:8]3[CH:9]=[CH:10][C:5]([O:4][C:1](=[O:3])[CH3:2])=[CH:6][CH:7]=3)[CH:12]([CH2:26][CH2:27][CH2:28][CH3:29])[O:13]2)=[CH:18][CH:17]=1)(=[O:25])[CH3:24].